Dataset: Peptide-MHC class I binding affinity with 185,985 pairs from IEDB/IMGT. Task: Regression. Given a peptide amino acid sequence and an MHC pseudo amino acid sequence, predict their binding affinity value. This is MHC class I binding data. (1) The peptide sequence is QLMWALGENMA. The MHC is HLA-A02:02 with pseudo-sequence HLA-A02:02. The binding affinity (normalized) is 0.457. (2) The peptide sequence is LLMLCLHHA. The MHC is HLA-A02:01 with pseudo-sequence HLA-A02:01. The binding affinity (normalized) is 0.943. (3) The peptide sequence is ELYVSSSYK. The MHC is HLA-A11:01 with pseudo-sequence HLA-A11:01. The binding affinity (normalized) is 0.767. (4) The peptide sequence is AQRWANQIR. The MHC is HLA-A02:06 with pseudo-sequence HLA-A02:06. The binding affinity (normalized) is 0.489. (5) The peptide sequence is GQFPTAFEF. The binding affinity (normalized) is 0.537. The MHC is Mamu-B3901 with pseudo-sequence Mamu-B3901. (6) The peptide sequence is EIPQFMIGL. The MHC is HLA-B08:01 with pseudo-sequence HLA-B08:01. The binding affinity (normalized) is 0.0847. (7) The peptide sequence is RTMSYKLAI. The MHC is Mamu-B8301 with pseudo-sequence Mamu-B8301. The binding affinity (normalized) is 0.0242. (8) The peptide sequence is RRYQIAQYK. The binding affinity (normalized) is 0.0847. The MHC is HLA-B08:03 with pseudo-sequence HLA-B08:03. (9) The peptide sequence is EEIRRIWRQ. The MHC is HLA-A11:01 with pseudo-sequence HLA-A11:01. The binding affinity (normalized) is 0.0847. (10) The peptide sequence is NSTHNTPVY. The MHC is HLA-A29:02 with pseudo-sequence HLA-A29:02. The binding affinity (normalized) is 0.0847.